From a dataset of Reaction yield outcomes from USPTO patents with 853,638 reactions. Predict the reaction yield, written as a fraction of the theoretical maximum amount of product (1.0 means a 100% yield; for example, 0.34 means a 34% yield). (1) The reactants are [N:1]1[CH:6]=[CH:5][C:4]([C:7]2[NH:11][N:10]=[C:9]([NH:12]C(=O)C)[CH:8]=2)=[CH:3][CH:2]=1. The catalyst is Cl. The product is [N:1]1[CH:2]=[CH:3][C:4]([C:7]2[NH:11][N:10]=[C:9]([NH2:12])[CH:8]=2)=[CH:5][CH:6]=1. The yield is 0.960. (2) The reactants are [S:1]1[C:9]2[C:4](=[N:5][CH:6]=[CH:7][CH:8]=2)[N:3]=[CH:2]1.[CH2:10]1[C:15]2[C:16]3[CH:22]=[CH:21][CH:20]=[CH:19][C:17]=3[S:18][C:14]=2[CH2:13][CH2:12][NH:11]1.C=O.[C:25]([OH:28])(=[O:27])[CH3:26].[O:29]1[CH2:34][CH2:33]OCC1. No catalyst specified. The product is [CH:25]([OH:28])=[O:27].[S:1]1[C:9]2[C:4](=[N:5][CH:6]=[CH:7][CH:8]=2)[N:3]=[C:2]1[O:29][C:34]1[CH:33]=[C:4]2[C:9]([C:25]([CH2:26][N:11]3[CH2:12][CH2:13][C:14]4[S:18][C:17]5[CH:19]=[CH:20][CH:21]=[CH:22][C:16]=5[C:15]=4[CH2:10]3)=[CH:2][NH:3]2)=[CH:8][CH:7]=1. The yield is 0.560. (3) The reactants are Br[C:2]1[CH:3]=[CH:4][C:5]([Cl:14])=[C:6]([C:8]2[CH:9]=[N:10][CH:11]=[CH:12][CH:13]=2)[CH:7]=1.[B:15]1([B:15]2[O:20][CH2:19][C:18]([CH3:22])([CH3:21])[CH2:17][O:16]2)[O:20][CH2:19][C:18]([CH3:22])([CH3:21])[CH2:17][O:16]1. No catalyst specified. The product is [Cl:14][C:5]1[CH:4]=[CH:3][C:2]([B:15]2[O:20][CH2:19][C:18]([CH3:22])([CH3:21])[CH2:17][O:16]2)=[CH:7][C:6]=1[C:8]1[CH:9]=[N:10][CH:11]=[CH:12][CH:13]=1. The yield is 0.990. (4) The reactants are Br[C:2]1[C:3]2[C:8]([CH:9]=[C:10]3[C:15]=1[CH:14]=[CH:13][CH:12]=[CH:11]3)=[CH:7][CH:6]=[CH:5][CH:4]=2.[C:16]1([C:22]2[N:27]=[C:26]([C:28]3[CH:33]=[CH:32][CH:31]=[CH:30][CH:29]=3)[N:25]=[CH:24][N:23]=2)[CH:21]=[CH:20][CH:19]=[CH:18][CH:17]=1.[OH-].[Na+]. The catalyst is O1CCCC1.Cl[Pd](Cl)([P](C1C=CC=CC=1)(C1C=CC=CC=1)C1C=CC=CC=1)[P](C1C=CC=CC=1)(C1C=CC=CC=1)C1C=CC=CC=1. The product is [CH:14]1[C:15]2[C:10](=[CH:9][C:8]3[C:3]([C:2]=2[C:18]2[CH:17]=[C:16]([C:22]4[N:23]=[C:24]([C:2]5[CH:3]=[CH:8][CH:9]=[CH:10][CH:15]=5)[N:25]=[C:26]([C:28]5[CH:29]=[CH:30][CH:31]=[CH:32][CH:33]=5)[N:27]=4)[CH:21]=[C:20]([C:2]4[C:15]5[C:10]([CH:9]=[C:8]6[C:3]=4[CH:4]=[CH:5][CH:6]=[CH:7]6)=[CH:11][CH:12]=[CH:13][CH:14]=5)[CH:19]=2)=[CH:4][CH:5]=[CH:6][CH:7]=3)[CH:11]=[CH:12][CH:13]=1. The yield is 0.540. (5) The reactants are Cl[C:2]1[N:7]=[C:6]([NH:8][C:9]2[CH:14]=[CH:13][CH:12]=[CH:11][C:10]=2[S:15]([CH:18]([CH3:20])[CH3:19])(=[O:17])=[O:16])[C:5]([Cl:21])=[CH:4][N:3]=1.[CH2:22]([N:29]1[CH2:34][CH2:33][P:32]([C:36]2[CH:42]=[CH:41][C:39]([NH2:40])=[C:38]([O:43][CH3:44])[CH:37]=2)(=[O:35])[CH2:31][CH2:30]1)[C:23]1[CH:28]=[CH:27][CH:26]=[CH:25][CH:24]=1.Cl.[OH-].[Na+]. The catalyst is COCCO. The product is [CH2:22]([N:29]1[CH2:30][CH2:31][P:32]([C:36]2[CH:42]=[CH:41][C:39]([NH:40][C:2]3[N:7]=[C:6]([NH:8][C:9]4[CH:14]=[CH:13][CH:12]=[CH:11][C:10]=4[S:15]([CH:18]([CH3:20])[CH3:19])(=[O:17])=[O:16])[C:5]([Cl:21])=[CH:4][N:3]=3)=[C:38]([O:43][CH3:44])[CH:37]=2)(=[O:35])[CH2:33][CH2:34]1)[C:23]1[CH:28]=[CH:27][CH:26]=[CH:25][CH:24]=1. The yield is 0.520.